The task is: Predict the reactants needed to synthesize the given product.. This data is from Full USPTO retrosynthesis dataset with 1.9M reactions from patents (1976-2016). Given the product [S:30]1[C:29]2=[C:24]([NH:22][C:21]3[C:17]([C:15]([NH:14][C:11]4[CH:12]=[CH:13][C:8]([CH2:7][N:1]5[CH2:6][CH2:5][O:4][CH2:3][CH2:2]5)=[CH:9][CH:10]=4)=[O:16])=[N:18][NH:19][CH:20]=3)[N:25]=[CH:26][CH:27]=[C:28]2[CH:32]=[CH:31]1, predict the reactants needed to synthesize it. The reactants are: [N:1]1([CH2:7][C:8]2[CH:13]=[CH:12][C:11]([NH:14][C:15]([C:17]3[C:21]([NH2:22])=[CH:20][NH:19][N:18]=3)=[O:16])=[CH:10][CH:9]=2)[CH2:6][CH2:5][O:4][CH2:3][CH2:2]1.Cl[C:24]1[N:25]=[CH:26][CH:27]=[C:28]2[CH:32]=[CH:31][S:30][C:29]=12.